This data is from Catalyst prediction with 721,799 reactions and 888 catalyst types from USPTO. The task is: Predict which catalyst facilitates the given reaction. (1) Reactant: [Cl:1][C:2]1[S:6][C:5]([S:7]([N:10]([CH2:17][CH3:18])[C:11]2([C:14]([OH:16])=O)[CH2:13][CH2:12]2)(=[O:9])=[O:8])=[CH:4][CH:3]=1.CCOC(OC(OCC)=O)=O.[CH2:30]([O:32][C:33]1[CH:38]=[C:37]([CH2:39][NH2:40])[CH:36]=[C:35]([C:41]2[CH:46]=[CH:45][C:44]([C:47]([F:50])([F:49])[F:48])=[CH:43][CH:42]=2)[N:34]=1)C. Product: [Cl:1][C:2]1[S:6][C:5]([S:7]([N:10]([CH2:17][CH3:18])[C:11]2([C:14]([NH:40][CH2:39][C:37]3[CH:36]=[C:35]([C:41]4[CH:42]=[CH:43][C:44]([C:47]([F:48])([F:49])[F:50])=[CH:45][CH:46]=4)[N:34]=[C:33]([O:32][CH3:30])[CH:38]=3)=[O:16])[CH2:12][CH2:13]2)(=[O:8])=[O:9])=[CH:4][CH:3]=1. The catalyst class is: 1. (2) Reactant: [OH:1][C:2]1[CH:3]=[C:4]([CH:9]=[C:10]([CH2:12][CH2:13][O:14][CH3:15])[CH:11]=1)[C:5]([O:7][CH3:8])=[O:6].C([O-])([O-])=O.[Cs+].[Cs+].Br[CH2:23][CH2:24][O:25][CH3:26]. Product: [CH3:26][O:25][CH2:24][CH2:23][O:1][C:2]1[CH:3]=[C:4]([CH:9]=[C:10]([CH2:12][CH2:13][O:14][CH3:15])[CH:11]=1)[C:5]([O:7][CH3:8])=[O:6]. The catalyst class is: 215. (3) Reactant: [F:1][C@H:2]([C@H:4]1[CH2:8][O:7][C:6](=[O:9])[N:5]1[C:10]1[CH:15]=[CH:14][N:13]=[C:12](F)[N:11]=1)[CH3:3].[F:17][C:18]1[C:23]([C:24]([F:27])([F:26])[F:25])=[CH:22][CH:21]=[CH:20][C:19]=1[C:28]1[CH:29]=[N:30][C:31]([C@@H:34]([NH2:36])[CH3:35])=[N:32][CH:33]=1.CCN(C(C)C)C(C)C.O. Product: [F:17][C:18]1[C:23]([C:24]([F:26])([F:25])[F:27])=[CH:22][CH:21]=[CH:20][C:19]=1[C:28]1[CH:33]=[N:32][C:31]([C@@H:34]([NH:36][C:12]2[N:11]=[C:10]([N:5]3[C@@H:4]([C@@H:2]([F:1])[CH3:3])[CH2:8][O:7][C:6]3=[O:9])[CH:15]=[CH:14][N:13]=2)[CH3:35])=[N:30][CH:29]=1. The catalyst class is: 16. (4) Reactant: C([O:3][P:4]([CH2:9][CH2:10][C@@:11]1([NH:30]C(=O)OC(C)(C)C)[CH2:15][CH2:14][C@H:13]([C:16]2[CH:21]=[CH:20][C:19]([CH2:22][CH2:23][CH2:24][CH2:25][CH2:26][CH2:27][CH2:28][CH3:29])=[CH:18][CH:17]=2)[CH2:12]1)([O:6]CC)=[O:5])C.Br[Si](C)(C)C.O.CCCCC. Product: [NH2:30][C@:11]1([CH2:10][CH2:9][P:4](=[O:3])([OH:6])[OH:5])[CH2:15][CH2:14][C@H:13]([C:16]2[CH:21]=[CH:20][C:19]([CH2:22][CH2:23][CH2:24][CH2:25][CH2:26][CH2:27][CH2:28][CH3:29])=[CH:18][CH:17]=2)[CH2:12]1. The catalyst class is: 4. (5) Reactant: [Cl:1][C:2]1[C:3]([S:9][CH3:10])=[C:4]([NH2:8])[CH:5]=[CH:6][CH:7]=1.[N:11]([O-])=O.[Na+].Cl[Sn]Cl.Cl. Product: [ClH:1].[Cl:1][C:2]1[C:3]([S:9][CH3:10])=[C:4]([NH:8][NH2:11])[CH:5]=[CH:6][CH:7]=1. The catalyst class is: 6. (6) The catalyst class is: 1. Reactant: CC([O-])(C)C.[K+].[CH3:7][N:8]1[CH2:13][CH2:12][CH:11]([N:14]([C:21]2[CH:22]=[CH:23][CH:24]=[CH:25][CH:26]=2)[CH2:15][C:16]2[S:20][CH:19]=[CH:18][CH:17]=2)[CH2:10][CH2:9]1.[SiH:27]([CH2:32][CH3:33])([CH2:30][CH3:31])[CH2:28][CH3:29]. Product: [CH3:7][N:8]1[CH2:13][CH2:12][CH:11]([N:14]([C:21]2[CH:26]=[CH:25][CH:24]=[CH:23][CH:22]=2)[CH2:15][C:16]2[S:20][C:19]([Si:27]([CH2:32][CH3:33])([CH2:30][CH3:31])[CH2:28][CH3:29])=[CH:18][CH:17]=2)[CH2:10][CH2:9]1. (7) Reactant: [OH-].[K+].[Cl:3][C:4]1[CH:5]=[C:6]([C:13]([CH3:20])([CH3:19])[C:14]([O:16]CC)=[O:15])[CH:7]=[CH:8][C:9]=1[N+:10]([O-:12])=[O:11]. Product: [Cl:3][C:4]1[CH:5]=[C:6]([C:13]([CH3:20])([CH3:19])[C:14]([OH:16])=[O:15])[CH:7]=[CH:8][C:9]=1[N+:10]([O-:12])=[O:11]. The catalyst class is: 5. (8) Reactant: Cl[C:2]1[CH:3]=[C:4]([N:25]2[CH2:30][CH2:29]O[CH2:27][CH2:26]2)[C:5]2[N:6]([CH:8]=[C:9]([C:11]3[CH:12]=[N:13][N:14](CC4C=CC(OC)=CC=4)[CH:15]=3)[N:10]=2)[N:7]=1.C(=O)([O-])[O-].[K+].[K+].[OH2:37].[NH2:38][NH2:39].CN1[CH2:45][CH2:44][CH2:43][C:42]1=O. Product: [CH3:42][C:43]1[CH:9]=[C:11]([CH:15]=[CH:45][CH:44]=1)[CH:12]=[N:38][NH:39][C:2]1[CH:3]=[C:4]([N:25]2[CH2:26][CH2:27][O:37][CH2:29][CH2:30]2)[C:5]2[N:6]([CH:8]=[C:9]([C:11]3[CH:12]=[N:13][NH:14][CH:15]=3)[N:10]=2)[N:7]=1. The catalyst class is: 6. (9) Reactant: [NH2:1][C:2]1[C:11]2[N:10]=[CH:9][C:8]([CH2:12][CH2:13][C:14]3[CH:19]=[CH:18][C:17]([OH:20])=[CH:16][C:15]=3[CH3:21])=[CH:7][C:6]=2[C:5]2[CH:22]=[CH:23][C:24]([CH2:26][CH2:27][C:28]([O:30][CH2:31][CH3:32])=[O:29])=[CH:25][C:4]=2[N:3]=1.I[CH2:34][CH2:35][O:36][CH2:37][CH2:38][O:39][CH2:40][CH2:41][P:42](=[O:49])([O:46][CH2:47][CH3:48])[O:43][CH2:44][CH3:45].C(=O)([O-])[O-].[Cs+].[Cs+].C(Cl)Cl. Product: [NH2:1][C:2]1[C:11]2[N:10]=[CH:9][C:8]([CH2:12][CH2:13][C:14]3[CH:19]=[CH:18][C:17]([O:20][CH2:34][CH2:35][O:36][CH2:37][CH2:38][O:39][CH2:40][CH2:41][P:42]([O:46][CH2:47][CH3:48])([O:43][CH2:44][CH3:45])=[O:49])=[CH:16][C:15]=3[CH3:21])=[CH:7][C:6]=2[C:5]2[CH:22]=[CH:23][C:24]([CH2:26][CH2:27][C:28]([O:30][CH2:31][CH3:32])=[O:29])=[CH:25][C:4]=2[N:3]=1. The catalyst class is: 3.